This data is from Forward reaction prediction with 1.9M reactions from USPTO patents (1976-2016). The task is: Predict the product of the given reaction. (1) The product is: [OH:5][C:6]1[CH:23]=[CH:22][C:9]2[CH2:10][CH2:11][N:12]([C:15]([O:17][C:18]([CH3:19])([CH3:21])[CH3:20])=[O:16])[CH2:13][CH2:14][C:8]=2[C:7]=1[N+:1]([O-:4])=[O:2]. Given the reactants [N+:1]([O-:4])(O)=[O:2].[OH:5][C:6]1[CH:23]=[CH:22][C:9]2[CH2:10][CH2:11][N:12]([C:15]([O:17][C:18]([CH3:21])([CH3:20])[CH3:19])=[O:16])[CH2:13][CH2:14][C:8]=2[CH:7]=1.C(=O)(O)[O-].[Na+], predict the reaction product. (2) Given the reactants C(O)(C(F)(F)F)=O.C(OC([N:15]1[CH2:21][CH2:20][C:19]2[C:22]([CH2:27][S:28][C:29]3[S:30][CH:31]=[C:32]([CH3:34])[N:33]=3)=[C:23]([Cl:26])[CH:24]=[CH:25][C:18]=2[CH2:17][CH2:16]1)=O)(C)(C)C, predict the reaction product. The product is: [Cl:26][C:23]1[CH:24]=[CH:25][C:18]2[CH2:17][CH2:16][NH:15][CH2:21][CH2:20][C:19]=2[C:22]=1[CH2:27][S:28][C:29]1[S:30][CH:31]=[C:32]([CH3:34])[N:33]=1. (3) Given the reactants [CH2:1]([O:3][C:4](=[O:11])[CH:5]([OH:10])[CH2:6][CH2:7][CH2:8][CH3:9])[CH3:2].[Br:12]N1C(=O)CCC1=O.CC(N=NC(C#N)(C)C)(C#N)C, predict the reaction product. The product is: [CH2:1]([O:3][C:4](=[O:11])[C:5](=[O:10])[CH:6]([Br:12])[CH2:7][CH2:8][CH3:9])[CH3:2]. (4) Given the reactants [O:1]1[CH:5]=[CH:4][CH:3]=[CH:2]1.[Li]CCCC.[P:11](Cl)([O:16][CH2:17][CH3:18])([O:13][CH2:14][CH3:15])=[O:12], predict the reaction product. The product is: [O:1]1[CH:5]=[CH:4][CH:3]=[C:2]1[P:11]([O:16][CH2:17][CH3:18])(=[O:12])[O:13][CH2:14][CH3:15]. (5) Given the reactants [OH:1][C@H:2]([CH:30]([CH3:32])[CH3:31])[C:3]([N:5]1[CH2:29][CH2:28][CH2:27][C@H:6]1[C:7]([NH:9][CH2:10][C:11]1[CH:16]=[C:15]([Cl:17])[CH:14]=[CH:13][C:12]=1[CH2:18][NH:19]C(OC(C)(C)C)=O)=[O:8])=[O:4], predict the reaction product. The product is: [OH:1][C@H:2]([CH:30]([CH3:32])[CH3:31])[C:3]([N:5]1[CH2:29][CH2:28][CH2:27][C@H:6]1[C:7]([NH:9][CH2:10][C:11]1[CH:16]=[C:15]([Cl:17])[CH:14]=[CH:13][C:12]=1[CH2:18][NH2:19])=[O:8])=[O:4]. (6) Given the reactants [CH2:1]([O:8][C:9]1[C:14]([O:15][CH2:16][C:17]2[CH:22]=[CH:21][CH:20]=[CH:19][CH:18]=2)=[C:13]([C:23]([NH:25][CH2:26][C:27]2[CH:32]=[CH:31][C:30]([F:33])=[CH:29][CH:28]=2)=[O:24])[N:12]=[C:11]([C:34]([OH:36])=[O:35])[CH:10]=1)[C:2]1[CH:7]=[CH:6][CH:5]=[CH:4][CH:3]=1.[CH3:37][Si](C=[N+]=[N-])(C)C, predict the reaction product. The product is: [CH2:1]([O:8][C:9]1[C:14]([O:15][CH2:16][C:17]2[CH:22]=[CH:21][CH:20]=[CH:19][CH:18]=2)=[C:13]([C:23]([NH:25][CH2:26][C:27]2[CH:28]=[CH:29][C:30]([F:33])=[CH:31][CH:32]=2)=[O:24])[N:12]=[C:11]([C:34]([O:36][CH3:37])=[O:35])[CH:10]=1)[C:2]1[CH:3]=[CH:4][CH:5]=[CH:6][CH:7]=1. (7) Given the reactants C([Li])CCC.CC1(C)CCCC(C)(C)N1.[Cl:16][C:17]1[C:25]([F:26])=[N:24][CH:23]=[CH:22][C:18]=1[C:19]([OH:21])=[O:20].[O:27]1[C:31]2([CH2:36][CH2:35][C:34](=O)[CH2:33][CH2:32]2)[O:30][CH2:29][CH2:28]1, predict the reaction product. The product is: [Cl:16][C:17]1[C:18]2[C:19](=[O:21])[O:20][C:34]3([CH2:35][CH2:36][C:31]4([O:30][CH2:29][CH2:28][O:27]4)[CH2:32][CH2:33]3)[C:22]=2[CH:23]=[N:24][C:25]=1[F:26]. (8) Given the reactants C(OC([N:8]1[CH2:13][CH2:12][CH:11]([NH:14][CH2:15][C:16]2[CH:21]=[CH:20][C:19]([CH3:22])=[C:18]([C:23]#[N:24])[CH:17]=2)[CH2:10][CH2:9]1)=O)(C)(C)C.Cl, predict the reaction product. The product is: [CH3:22][C:19]1[CH:20]=[CH:21][C:16]([CH2:15][NH:14][CH:11]2[CH2:10][CH2:9][NH:8][CH2:13][CH2:12]2)=[CH:17][C:18]=1[C:23]#[N:24]. (9) Given the reactants [CH3:1][C:2]1[C:6]([CH2:7][N:8]2[CH:12]=[C:11]([N:13]3[C:17](=[O:18])[CH2:16][NH:15][C:14]3=[O:19])[CH:10]=[N:9]2)=[C:5]([CH3:20])[O:4][N:3]=1.[CH2:21](Br)[C:22]1[CH:27]=[CH:26][CH:25]=[CH:24][CH:23]=1, predict the reaction product. The product is: [CH2:21]([N:15]1[CH2:16][C:17](=[O:18])[N:13]([C:11]2[CH:10]=[N:9][N:8]([CH2:7][C:6]3[C:2]([CH3:1])=[N:3][O:4][C:5]=3[CH3:20])[CH:12]=2)[C:14]1=[O:19])[C:22]1[CH:27]=[CH:26][CH:25]=[CH:24][CH:23]=1. (10) Given the reactants C(OC(=O)[NH:10][CH2:11][CH2:12][O:13][C:14]1[CH:19]=[CH:18][C:17]([C:20]2[N:21]=[C:22]([CH3:25])[NH:23][CH:24]=2)=[CH:16][CH:15]=1)C1C=CC=CC=1, predict the reaction product. The product is: [CH3:25][C:22]1[NH:23][CH:24]=[C:20]([C:17]2[CH:18]=[CH:19][C:14]([O:13][CH2:12][CH2:11][NH2:10])=[CH:15][CH:16]=2)[N:21]=1.